This data is from Full USPTO retrosynthesis dataset with 1.9M reactions from patents (1976-2016). The task is: Predict the reactants needed to synthesize the given product. The reactants are: [C:7](O[C:7](=[O:11])[CH2:8][CH2:9][CH3:10])(=[O:11])[CH2:8][CH2:9][CH3:10].[Cl:12][CH2:13][C@@H:14]([OH:38])[CH2:15][O:16][C:17]1[CH:22]=[CH:21][C:20]([C:23]([C:26]2[CH:37]=[CH:36][C:29]([O:30][CH2:31][C@H:32]([OH:35])[CH2:33][OH:34])=[CH:28][CH:27]=2)([CH3:25])[CH3:24])=[CH:19][CH:18]=1. Given the product [C:7]([O:34][CH2:33][C@@H:32]([O:35][C:7](=[O:11])[CH2:8][CH2:9][CH3:10])[CH2:31][O:30][C:29]1[CH:28]=[CH:27][C:26]([C:23]([C:20]2[CH:19]=[CH:18][C:17]([O:16][CH2:15][C@H:14]([O:38][C:7](=[O:11])[CH2:8][CH2:9][CH3:10])[CH2:13][Cl:12])=[CH:22][CH:21]=2)([CH3:25])[CH3:24])=[CH:37][CH:36]=1)(=[O:11])[CH2:8][CH2:9][CH3:10], predict the reactants needed to synthesize it.